From a dataset of Catalyst prediction with 721,799 reactions and 888 catalyst types from USPTO. Predict which catalyst facilitates the given reaction. (1) Reactant: [CH3:1][Mg]Br.[F:4][C:5]1[CH:17]=[C:16]([F:18])[CH:15]=[CH:14][C:6]=1[C:7]([CH:9]1[CH2:11][CH:10]1[C:12]#[N:13])=[O:8]. Product: [F:4][C:5]1[CH:17]=[C:16]([F:18])[CH:15]=[CH:14][C:6]=1[C:7]([CH:9]1[CH2:11][CH:10]1[C:12]#[N:13])([OH:8])[CH3:1]. The catalyst class is: 27. (2) Reactant: Br[CH:2]1[C:10]2[C:5](=[CH:6][C:7]([Cl:11])=[CH:8][CH:9]=2)[C:4](=[O:12])[CH2:3]1.C(N(CC)CC)C. Product: [Cl:11][C:7]1[CH:6]=[C:5]2[C:10]([CH:2]=[CH:3][C:4]2=[O:12])=[CH:9][CH:8]=1. The catalyst class is: 7. (3) Reactant: [S:1]([CH2:5][CH2:6][OH:7])([O-:4])(=[O:3])=[O:2].[S:14](CC[S:14]([OH:17])(=[O:16])=[O:15])([OH:17])(=[O:16])=[O:15]. Product: [S:1]([CH2:5][CH2:6][OH:7])([OH:4])(=[O:3])=[O:2].[S:14](=[O:15])(=[O:2])([OH:16])[OH:17]. The catalyst class is: 6. (4) Reactant: [C:1]([N:9]1[C:18]2[C:13](=[CH:14][CH:15]=[CH:16][CH:17]=2)[C@H:12]([N:19]([C:23]2[CH:28]=[CH:27][C:26]([O:29]C)=[CH:25][CH:24]=2)[C:20](=[O:22])[CH3:21])[CH2:11][C@@H:10]1[CH3:31])(=[O:8])[C:2]1[CH:7]=[CH:6][CH:5]=[CH:4][CH:3]=1.B(Br)(Br)Br. Product: [C:1]([N:9]1[C:18]2[C:13](=[CH:14][CH:15]=[CH:16][CH:17]=2)[C@H:12]([N:19]([C:23]2[CH:28]=[CH:27][C:26]([OH:29])=[CH:25][CH:24]=2)[C:20](=[O:22])[CH3:21])[CH2:11][C@@H:10]1[CH3:31])(=[O:8])[C:2]1[CH:7]=[CH:6][CH:5]=[CH:4][CH:3]=1. The catalyst class is: 4. (5) Reactant: [C:1]([O:5][C:6]([NH:8][C@H:9]1[CH2:13][CH2:12][N:11]([CH2:14][C:15]2[CH:23]=[CH:22][C:18]([C:19]([OH:21])=O)=[CH:17][C:16]=2[C:24]([F:27])([F:26])[F:25])[C:10]1=[O:28])=[O:7])([CH3:4])([CH3:3])[CH3:2].C(N(C(C)C)CC)(C)C.F[P-](F)(F)(F)(F)F.N1(O[P+](N2CCCC2)(N2CCCC2)N2CCCC2)C2C=CC=CC=2N=N1.[CH3:71][C:72]1[CH:78]=[CH:77][C:75]([NH2:76])=[CH:74][C:73]=1[NH:79][C:80]1[N:85]=[C:84]([C:86]2[CH:87]=[N:88][CH:89]=[N:90][CH:91]=2)[CH:83]=[CH:82][N:81]=1. Product: [C:1]([O:5][C:6]([NH:8][C@H:9]1[CH2:13][CH2:12][N:11]([CH2:14][C:15]2[CH:23]=[CH:22][C:18]([C:19]([NH:76][C:75]3[CH:77]=[CH:78][C:72]([CH3:71])=[C:73]([NH:79][C:80]4[N:85]=[C:84]([C:86]5[CH:91]=[N:90][CH:89]=[N:88][CH:87]=5)[CH:83]=[CH:82][N:81]=4)[CH:74]=3)=[O:21])=[CH:17][C:16]=2[C:24]([F:25])([F:27])[F:26])[C:10]1=[O:28])=[O:7])([CH3:3])([CH3:4])[CH3:2]. The catalyst class is: 35. (6) Reactant: O[C:2]1([C:15]2[CH:20]=[CH:19][C:18]([N+:21]([O-:23])=[O:22])=[CH:17][CH:16]=2)[C:11]2[C:6](=[CH:7][CH:8]=[C:9]([O:12][CH3:13])[CH:10]=2)CC(C)O1.[C:24]([NH:27][NH2:28])(=[O:26])[CH3:25]. Product: [C:24]([NH:27][N:28]=[C:2]([C:11]1[CH:6]=[CH:7][CH:8]=[C:9]([O:12][CH3:13])[CH:10]=1)[C:15]1[CH:16]=[CH:17][C:18]([N+:21]([O-:23])=[O:22])=[CH:19][CH:20]=1)(=[O:26])[CH3:25]. The catalyst class is: 361. (7) The catalyst class is: 15. Reactant: [CH3:1][C:2](C)=[O:3].CC([C:15]1[CH:20]=[CH:19][C:18]([OH:21])=[CH:17][CH:16]=1)([C:15]1[CH:20]=[CH:19][C:18]([OH:21])=[CH:17][CH:16]=1)C. Product: [C:2]([O:21][C:18]1[CH:17]=[CH:16][CH:15]=[CH:20][CH:19]=1)(=[O:3])[CH3:1]. (8) Reactant: [F:1][C:2]1[CH:7]=[CH:6][C:5]([C:8](=[O:18])[CH2:9][C:10]2[CH:15]=[CH:14][N:13]=[C:12]([S:16][CH3:17])[N:11]=2)=[CH:4][CH:3]=1.CO[CH:21](OC)[N:22]([CH3:24])[CH3:23]. The catalyst class is: 1. Product: [CH3:21][N:22]([CH3:24])[CH:23]=[C:9]([C:10]1[CH:15]=[CH:14][N:13]=[C:12]([S:16][CH3:17])[N:11]=1)[C:8]([C:5]1[CH:6]=[CH:7][C:2]([F:1])=[CH:3][CH:4]=1)=[O:18]. (9) Reactant: [Br:1][C:2]1[CH:3]=[C:4]2[C:9](=[C:10]([CH3:12])[CH:11]=1)[N:8]=[C:7]([Cl:13])[N:6]=[C:5]2Cl.C(N(C(C)C)CC)(C)C.[NH:24]1[CH2:29][CH2:28][O:27][CH2:26][CH2:25]1.O. Product: [Br:1][C:2]1[CH:3]=[C:4]2[C:9](=[C:10]([CH3:12])[CH:11]=1)[N:8]=[C:7]([Cl:13])[N:6]=[C:5]2[N:24]1[CH2:29][CH2:28][O:27][CH2:26][CH2:25]1. The catalyst class is: 4.